This data is from Forward reaction prediction with 1.9M reactions from USPTO patents (1976-2016). The task is: Predict the product of the given reaction. (1) Given the reactants C(Cl)Cl.[F:4][CH:5]1[CH:10]([O:11][CH2:12][CH2:13][C:14]2[CH:19]=[CH:18][CH:17]=[CH:16][CH:15]=2)[CH2:9][CH2:8][CH:7]([OH:20])[CH2:6]1.C(N(CC)C(C)C)(C)C.[CH3:30][S:31](Cl)(=[O:33])=[O:32], predict the reaction product. The product is: [CH3:30][S:31]([O:20][CH:7]1[CH2:8][CH2:9][CH:10]([O:11][CH2:12][CH2:13][C:14]2[CH:19]=[CH:18][CH:17]=[CH:16][CH:15]=2)[CH:5]([F:4])[CH2:6]1)(=[O:33])=[O:32]. (2) Given the reactants Br[C:2]1[S:3][C:4]2[C:9]([N:10]3[C:14]([C:15]4[CH:20]=[CH:19][CH:18]=[CH:17][C:16]=4[Cl:21])=[CH:13][N:12]=[CH:11]3)=[N:8][NH:7][C:5]=2[N:6]=1.[CH3:22][NH2:23], predict the reaction product. The product is: [Cl:21][C:16]1[CH:17]=[CH:18][CH:19]=[CH:20][C:15]=1[C:14]1[N:10]([C:9]2[C:4]3[S:3][C:2]([NH:23][CH3:22])=[N:6][C:5]=3[NH:7][N:8]=2)[CH:11]=[N:12][CH:13]=1.